This data is from Forward reaction prediction with 1.9M reactions from USPTO patents (1976-2016). The task is: Predict the product of the given reaction. (1) Given the reactants [CH2:1]([N:8]1[C:16]([C:17]2[CH:22]=[CH:21][C:20](Br)=[CH:19][CH:18]=2)=[C:15]2[C:10]([C:11]([C:24]([F:27])([F:26])[F:25])=[CH:12][CH:13]=[CH:14]2)=[N:9]1)[C:2]1[CH:7]=[CH:6][CH:5]=[CH:4][CH:3]=1.[Br-].[CH3:29][O:30][C:31]([C:33]1[CH:34]=[C:35]([CH:38]=[CH:39][CH:40]=1)[CH2:36][Zn+])=[O:32].Cl.ClCCl, predict the reaction product. The product is: [CH3:29][O:30][C:31](=[O:32])[C:33]1[CH:40]=[CH:39][CH:38]=[C:35]([CH2:36][C:20]2[CH:21]=[CH:22][C:17]([C:16]3[N:8]([CH2:1][C:2]4[CH:3]=[CH:4][CH:5]=[CH:6][CH:7]=4)[N:9]=[C:10]4[C:15]=3[CH:14]=[CH:13][CH:12]=[C:11]4[C:24]([F:26])([F:27])[F:25])=[CH:18][CH:19]=2)[CH:34]=1. (2) The product is: [CH:1]1([S:4]([N:7]2[CH2:17][CH2:16][C:10]3([C:14](=[O:15])[N:13]([C:25]4[CH:26]=[CH:27][C:22]([CH:20]([OH:21])[C:19]([F:29])([F:30])[F:18])=[CH:23][CH:24]=4)[CH2:12][CH2:11]3)[CH2:9][CH2:8]2)(=[O:5])=[O:6])[CH2:3][CH2:2]1. Given the reactants [CH:1]1([S:4]([N:7]2[CH2:17][CH2:16][C:10]3([C:14](=[O:15])[NH:13][CH2:12][CH2:11]3)[CH2:9][CH2:8]2)(=[O:6])=[O:5])[CH2:3][CH2:2]1.[F:18][C:19]([F:30])([F:29])[CH:20]([C:22]1[CH:27]=[CH:26][C:25](I)=[CH:24][CH:23]=1)[OH:21], predict the reaction product.